Dataset: Reaction yield outcomes from USPTO patents with 853,638 reactions. Task: Predict the reaction yield, written as a fraction of the theoretical maximum amount of product (1.0 means a 100% yield; for example, 0.34 means a 34% yield). (1) The reactants are [CH:1]1([CH2:4][O:5][C:6]2[CH:11]=[C:10]([O:12][CH2:13][CH2:14][O:15][CH3:16])[CH:9]=[CH:8][C:7]=2/[CH:17]=[CH:18]/[C:19]([O:21][CH2:22][CH3:23])=[O:20])[CH2:3][CH2:2]1. The catalyst is [C].[Pd].O1CCCC1. The product is [CH:1]1([CH2:4][O:5][C:6]2[CH:11]=[C:10]([O:12][CH2:13][CH2:14][O:15][CH3:16])[CH:9]=[CH:8][C:7]=2[CH2:17][CH2:18][C:19]([O:21][CH2:22][CH3:23])=[O:20])[CH2:3][CH2:2]1. The yield is 0.980. (2) The reactants are [CH3:1][N:2]([CH3:16])[CH2:3][C:4]1[NH:15][C:7]2=[N:8][CH:9]=[C:10]([N+:12]([O-])=O)[CH:11]=[C:6]2[CH:5]=1.C(=O)(O)[O-].[Na+]. The catalyst is C(OCC)(=O)C.CO. The product is [CH3:16][N:2]([CH2:3][C:4]1[NH:15][C:7]2=[N:8][CH:9]=[C:10]([NH2:12])[CH:11]=[C:6]2[CH:5]=1)[CH3:1]. The yield is 0.500.